Predict the product of the given reaction. From a dataset of Forward reaction prediction with 1.9M reactions from USPTO patents (1976-2016). (1) Given the reactants Cl[C:2]1[CH:11]=[C:10]([Cl:12])[C:9]2[C:4](=[C:5]([CH3:15])[C:6]([O:13][CH3:14])=[CH:7][CH:8]=2)[N:3]=1.[CH2:16]([N:19]1[CH:23]=[C:22](B2OC(C)(C)C(C)(C)O2)[CH:21]=[N:20]1)[CH2:17][CH3:18].Cl[C:34]1C2C(=C(C)C(OC)=CC=2)N=C(C2C=NN(CC)C=2)C=1, predict the reaction product. The product is: [Cl:12][C:10]1[C:9]2[C:4](=[C:5]([CH3:15])[C:6]([O:13][CH3:14])=[CH:7][CH:8]=2)[N:3]=[C:2]([C:22]2[CH:21]=[N:20][N:19]([CH2:16][CH:17]([CH3:18])[CH3:34])[CH:23]=2)[CH:11]=1. (2) Given the reactants [Cl:1][C:2]1[CH:3]=[C:4]([CH:9]2[CH:13]([NH:14][CH3:15])[CH2:12][N:11]([C:16]([CH:18]3[CH2:23][CH2:22][N:21]([C:24]([C:26]4([CH3:29])[CH2:28][CH2:27]4)=[O:25])[CH2:20][CH2:19]3)=[O:17])[CH2:10]2)[CH:5]=[CH:6][C:7]=1[Cl:8].[C:30]([CH2:34][C:35]([OH:37])=O)([CH3:33])([CH3:32])[CH3:31], predict the reaction product. The product is: [Cl:1][C:2]1[CH:3]=[C:4]([CH:9]2[CH2:10][N:11]([C:16]([CH:18]3[CH2:19][CH2:20][N:21]([C:24]([C:26]4([CH3:29])[CH2:27][CH2:28]4)=[O:25])[CH2:22][CH2:23]3)=[O:17])[CH2:12][CH:13]2[N:14]([CH3:15])[C:35](=[O:37])[CH2:34][C:30]([CH3:33])([CH3:32])[CH3:31])[CH:5]=[CH:6][C:7]=1[Cl:8]. (3) Given the reactants [N+:1]([C:4]1[CH:5]=[CH:6][C:7]([CH2:10][C:11](OCC)=[O:12])=[N:8][CH:9]=1)([O-:3])=[O:2].CC(C[AlH]CC(C)C)C, predict the reaction product. The product is: [N+:1]([C:4]1[CH:5]=[CH:6][C:7]([CH2:10][CH2:11][OH:12])=[N:8][CH:9]=1)([O-:3])=[O:2]. (4) Given the reactants [Br:1][C:2]1[C:3]([OH:9])=[N:4][CH:5]=[C:6]([Cl:8])[CH:7]=1.[CH2:10](Br)[C:11]1[CH:16]=[CH:15][CH:14]=[CH:13][CH:12]=1, predict the reaction product. The product is: [CH2:10]([O:9][C:3]1[C:2]([Br:1])=[CH:7][C:6]([Cl:8])=[CH:5][N:4]=1)[C:11]1[CH:16]=[CH:15][CH:14]=[CH:13][CH:12]=1. (5) The product is: [NH2:18][C:10]1[O:11][C@H:12]([C:14]([F:17])([F:15])[F:16])[CH2:13][C@:8]([C:6]2[CH:7]=[C:2]([NH:1][C:32]([C:29]3[CH:28]=[N:27][C:26]([O:25][CH2:24][CH:23]([F:35])[F:22])=[CH:31][N:30]=3)=[O:33])[CH:3]=[CH:4][C:5]=2[F:21])([CH2:19][F:20])[N:9]=1. Given the reactants [NH2:1][C:2]1[CH:3]=[CH:4][C:5]([F:21])=[C:6]([C@:8]2([CH2:19][F:20])[CH2:13][C@@H:12]([C:14]([F:17])([F:16])[F:15])[O:11][C:10]([NH2:18])=[N:9]2)[CH:7]=1.[F:22][CH:23]([F:35])[CH2:24][O:25][C:26]1[N:27]=[CH:28][C:29]([C:32](O)=[O:33])=[N:30][CH:31]=1, predict the reaction product. (6) The product is: [CH3:11][O:12][C:13](=[O:23])[CH2:14][CH2:15][C:16]1[C:17](=[O:22])[N:18]([CH3:24])[CH2:19][CH2:20][CH:21]=1. Given the reactants C[Si]([N-][Si](C)(C)C)(C)C.[Na+].[CH3:11][O:12][C:13](=[O:23])[CH2:14][CH2:15][C:16]1[C:17](=[O:22])[NH:18][CH2:19][CH2:20][CH:21]=1.[CH3:24]Br, predict the reaction product. (7) Given the reactants [NH2:1][C:2]1[C:7]([C:8]([NH2:10])=[O:9])=[C:6]([N:11]2[CH2:16][CH2:15][CH:14]([C:17]3[N:18]([CH3:33])[CH:19]=[C:20]([C:22]4[CH:27]=[CH:26][C:25]([F:28])=[C:24]([C:29](F)(F)F)[CH:23]=4)[N:21]=3)[CH2:13][CH2:12]2)[N:5]=[CH:4][N:3]=1.NC1C(C#N)=C(N2CCC(C3N(C[CH2:63][NH:64][CH:65]4[CH2:69][CH2:68][CH2:67][CH2:66]4)C=C(C4C=CC(F)=C(C)C=4)N=3)CC2)N=CN=1, predict the reaction product. The product is: [NH2:1][C:2]1[C:7]([C:8]([NH2:10])=[O:9])=[C:6]([N:11]2[CH2:12][CH2:13][CH:14]([C:17]3[N:18]([CH2:33][CH2:63][NH:64][CH:65]4[CH2:69][CH2:68][CH2:67][CH2:66]4)[CH:19]=[C:20]([C:22]4[CH:27]=[CH:26][C:25]([F:28])=[C:24]([CH3:29])[CH:23]=4)[N:21]=3)[CH2:15][CH2:16]2)[N:5]=[CH:4][N:3]=1.